This data is from Forward reaction prediction with 1.9M reactions from USPTO patents (1976-2016). The task is: Predict the product of the given reaction. (1) Given the reactants [CH2:1]([O:8][CH2:9][CH2:10][O:11][CH2:12][CH2:13][O:14][CH2:15][CH2:16][O:17][CH2:18][CH2:19][O:20][CH2:21][CH2:22][O:23][C:24]1[CH:29]=[C:28]([O:30][CH2:31][CH2:32][O:33][CH2:34][CH2:35][O:36][CH2:37][CH2:38][O:39][CH2:40][CH2:41][O:42][CH2:43][CH2:44][O:45]C(C2C=CC=CC=2)(C2C=CC=CC=2)C2C=CC=CC=2)[CH:27]=[C:26]([O:65][CH2:66][CH2:67][O:68][CH2:69][CH2:70][O:71][CH2:72][CH2:73][O:74][CH2:75][CH2:76][O:77][CH2:78][CH2:79][O:80][CH2:81][C:82]2[CH:87]=[CH:86][CH:85]=[CH:84][CH:83]=2)[CH:25]=1)[C:2]1[CH:7]=[CH:6][CH:5]=[CH:4][CH:3]=1.FC(F)(F)C(O)=O.O.C(OCC)(=O)C.C(OCC)(=O)C, predict the reaction product. The product is: [CH2:1]([O:8][CH2:9][CH2:10][O:11][CH2:12][CH2:13][O:14][CH2:15][CH2:16][O:17][CH2:18][CH2:19][O:20][CH2:21][CH2:22][O:23][C:24]1[CH:29]=[C:28]([CH:27]=[C:26]([O:65][CH2:66][CH2:67][O:68][CH2:69][CH2:70][O:71][CH2:72][CH2:73][O:74][CH2:75][CH2:76][O:77][CH2:78][CH2:79][O:80][CH2:81][C:82]2[CH:87]=[CH:86][CH:85]=[CH:84][CH:83]=2)[CH:25]=1)[O:30][CH2:31][CH2:32][O:33][CH2:34][CH2:35][O:36][CH2:37][CH2:38][O:39][CH2:40][CH2:41][O:42][CH2:43][CH2:44][OH:45])[C:2]1[CH:7]=[CH:6][CH:5]=[CH:4][CH:3]=1. (2) Given the reactants [NH2:1][C:2]1[N:10]=[CH:9][N:8]=[C:7]2[C:3]=1[N:4]=[CH:5][N:6]2[CH:11]1[CH:15]([O:16]C(=O)C2C=CC=CC=2)[CH2:14][CH:13]([CH:25]=[CH:26][P:27]([O:32]CC)([O:29]CC)=[O:28])[O:12]1.NC1NC(=O)C2N=NN(C3OC(C=CP(=O)(O)O)CC3O)C=2N=1, predict the reaction product. The product is: [NH2:1][C:2]1[N:10]=[CH:9][N:8]=[C:7]2[C:3]=1[N:4]=[CH:5][N:6]2[CH:11]1[O:12][CH:13]([CH:25]=[CH:26][P:27](=[O:28])([OH:29])[OH:32])[CH2:14][CH:15]1[OH:16]. (3) The product is: [C:1]([C:3]1[C:4]([N:18]2[CH2:23][CH2:22][N:21]([C:32]([NH:31][C:28]3[CH:29]=[CH:30][C:25]([F:24])=[C:26]([F:34])[CH:27]=3)=[O:33])[CH2:20][CH2:19]2)=[N:5][C:6]([C:14]([F:15])([F:17])[F:16])=[C:7]([CH:13]=1)[C:8]([O:10][CH2:11][CH3:12])=[O:9])#[N:2]. Given the reactants [C:1]([C:3]1[C:4]([N:18]2[CH2:23][CH2:22][NH:21][CH2:20][CH2:19]2)=[N:5][C:6]([C:14]([F:17])([F:16])[F:15])=[C:7]([CH:13]=1)[C:8]([O:10][CH2:11][CH3:12])=[O:9])#[N:2].[F:24][C:25]1[CH:30]=[CH:29][C:28]([N:31]=[C:32]=[O:33])=[CH:27][C:26]=1[F:34], predict the reaction product. (4) Given the reactants [NH:1]1[CH2:6][CH2:5][CH:4]([CH2:7][OH:8])[CH2:3][CH2:2]1.Cl[C:10]([O:12][CH2:13][CH3:14])=[O:11].C(N(CC)CC)C, predict the reaction product. The product is: [OH:8][CH2:7][CH:4]1[CH2:5][CH2:6][N:1]([C:10]([O:12][CH2:13][CH3:14])=[O:11])[CH2:2][CH2:3]1. (5) The product is: [NH2:17][C:15]1[CH:14]=[N:13][C:12]([O:20][CH2:21][CH:22]([F:23])[F:24])=[C:11]([CH:16]=1)[C:10]([NH:9][C:4]1[CH:5]=[C:6]([F:8])[CH:7]=[C:2]([Cl:1])[CH:3]=1)=[O:25]. Given the reactants [Cl:1][C:2]1[CH:3]=[C:4]([NH:9][C:10](=[O:25])[C:11]2[CH:16]=[C:15]([N+:17]([O-])=O)[CH:14]=[N:13][C:12]=2[O:20][CH2:21][CH:22]([F:24])[F:23])[CH:5]=[C:6]([F:8])[CH:7]=1.CSC1C2C(=CC(Br)=CC=2Br)NC=1SC, predict the reaction product.